From a dataset of Forward reaction prediction with 1.9M reactions from USPTO patents (1976-2016). Predict the product of the given reaction. (1) Given the reactants [Si:1]([O:18][C:19]([CH3:43])([CH2:38][CH2:39][CH2:40][CH2:41][CH3:42])/[CH:20]=[CH:21]/[C@@H:22]1[C@@H:29]2[C@@H:25]([O:26][C:27](=[O:30])[CH2:28]2)[CH2:24][C@H:23]1[O:31][CH:32]1[CH2:37][CH2:36][CH2:35][CH2:34][O:33]1)([C:14]([CH3:17])([CH3:16])[CH3:15])([C:8]1[CH:13]=[CH:12][CH:11]=[CH:10][CH:9]=1)[C:2]1[CH:7]=[CH:6][CH:5]=[CH:4][CH:3]=1.CC(C[AlH]CC(C)C)C.C(OCC)(=O)C, predict the reaction product. The product is: [Si:1]([O:18][C:19]([CH3:43])([CH2:38][CH2:39][CH2:40][CH2:41][CH3:42])/[CH:20]=[CH:21]/[C@@H:22]1[C@@H:29]2[C@@H:25]([O:26][CH:27]([OH:30])[CH2:28]2)[CH2:24][C@H:23]1[O:31][CH:32]1[CH2:37][CH2:36][CH2:35][CH2:34][O:33]1)([C:14]([CH3:15])([CH3:16])[CH3:17])([C:8]1[CH:9]=[CH:10][CH:11]=[CH:12][CH:13]=1)[C:2]1[CH:7]=[CH:6][CH:5]=[CH:4][CH:3]=1. (2) Given the reactants Cl[C:2]1[N:7]=[C:6]([NH:8][C:9]2[CH:19]=[CH:18][CH:17]=[CH:16][C:10]=2[C:11]([NH:13][CH2:14][CH3:15])=[O:12])[C:5]([Cl:20])=[CH:4][N:3]=1.[N:21]1([CH:27]2[CH2:33][CH2:32][C:31]3[CH:34]=[C:35]([NH2:38])[CH:36]=[CH:37][C:30]=3[CH2:29][CH2:28]2)[CH2:26][CH2:25][O:24][CH2:23][CH2:22]1, predict the reaction product. The product is: [Cl:20][C:5]1[C:6]([NH:8][C:9]2[CH:19]=[CH:18][CH:17]=[CH:16][C:10]=2[C:11]([NH:13][CH2:14][CH3:15])=[O:12])=[N:7][C:2]([NH:38][C:35]2[CH:36]=[CH:37][C:30]3[CH2:29][CH2:28][CH:27]([N:21]4[CH2:26][CH2:25][O:24][CH2:23][CH2:22]4)[CH2:33][CH2:32][C:31]=3[CH:34]=2)=[N:3][CH:4]=1.